This data is from Peptide-MHC class I binding affinity with 185,985 pairs from IEDB/IMGT. The task is: Regression. Given a peptide amino acid sequence and an MHC pseudo amino acid sequence, predict their binding affinity value. This is MHC class I binding data. (1) The peptide sequence is LTTLSRHIFM. The MHC is HLA-A02:01 with pseudo-sequence HLA-A02:01. The binding affinity (normalized) is 0.199. (2) The peptide sequence is YTAVVPLVG. The MHC is HLA-A29:02 with pseudo-sequence HLA-A29:02. The binding affinity (normalized) is 0.